This data is from Forward reaction prediction with 1.9M reactions from USPTO patents (1976-2016). The task is: Predict the product of the given reaction. (1) Given the reactants [CH3:1][C:2]1[O:6][N:5]=[C:4]([C:7]2[CH:12]=[CH:11][CH:10]=[C:9]([C:13]([F:16])([F:15])[F:14])[CH:8]=2)[C:3]=1[C:17]([OH:19])=O.Cl.C(N=C=NCCCN(C)C)C.[Cl:32][C:33]1[CH:34]=[C:35]([N:40]2[CH2:45][CH2:44][NH:43][CH2:42][CH2:41]2)[CH:36]=[CH:37][C:38]=1[Cl:39], predict the reaction product. The product is: [Cl:32][C:33]1[CH:34]=[C:35]([N:40]2[CH2:45][CH2:44][N:43]([C:17]([C:3]3[C:4]([C:7]4[CH:12]=[CH:11][CH:10]=[C:9]([C:13]([F:14])([F:15])[F:16])[CH:8]=4)=[N:5][O:6][C:2]=3[CH3:1])=[O:19])[CH2:42][CH2:41]2)[CH:36]=[CH:37][C:38]=1[Cl:39]. (2) Given the reactants Cl.[NH2:2][OH:3].C([O-])(=O)C.[Na+].CO.[N:11]1[CH:16]=[CH:15][C:14]([C:17](=O)[CH2:18][CH3:19])=[CH:13][CH:12]=1, predict the reaction product. The product is: [N:11]1[CH:16]=[CH:15][C:14]([C:17](=[N:2][OH:3])[CH2:18][CH3:19])=[CH:13][CH:12]=1. (3) The product is: [Br:1][C:2]1[CH:3]=[C:4]2[C:8](=[CH:9][CH:10]=1)[NH:7][CH:6]=[C:5]2[CH:11]([NH:16][C:17]([C:19]1[C:27]2[C:22](=[CH:23][CH:24]=[C:25]([Br:28])[CH:26]=2)[NH:21][CH:20]=1)=[O:18])[C:12]([OH:14])=[O:13]. Given the reactants [Br:1][C:2]1[CH:3]=[C:4]2[C:8](=[CH:9][CH:10]=1)[NH:7][CH:6]=[C:5]2[CH:11]([NH:16][C:17]([C:19]1[C:27]2[C:22](=[CH:23][CH:24]=[C:25]([Br:28])[CH:26]=2)[NH:21][CH:20]=1)=[O:18])[C:12]([O:14]C)=[O:13].O.[OH-].[Li+], predict the reaction product. (4) Given the reactants [C:1]([O:5][C:6]([NH:8][CH2:9][C@H:10]1[CH2:15][CH2:14][C@H:13]([C:16]([NH:18][C@H:19]([C:37](=[O:55])[NH:38][C:39]2[CH:54]=[CH:53][C:42]3[NH:43][C:44]([C:46]([F:52])([F:51])[C:47]([F:50])([F:49])[F:48])=[N:45][C:41]=3[CH:40]=2)[CH2:20][C:21]2[CH:26]=[CH:25][C:24]([C:27]3[CH:32]=[CH:31][C:30]([C:33]([OH:35])=O)=[CH:29][C:28]=3[CH3:36])=[CH:23][CH:22]=2)=[O:17])[CH2:12][CH2:11]1)=[O:7])([CH3:4])([CH3:3])[CH3:2].[CH3:56][N:57]([CH3:65])[CH:58]1[CH2:63][CH2:62][CH:61]([NH2:64])[CH2:60][CH2:59]1.C(N(CC)C(C)C)(C)C.C(P1(=O)OP(=O)(CCC)OP(=O)(CCC)O1)CC, predict the reaction product. The product is: [CH3:56][N:57]([CH3:65])[CH:58]1[CH2:63][CH2:62][CH:61]([NH:64][C:33]([C:30]2[CH:31]=[CH:32][C:27]([C:24]3[CH:23]=[CH:22][C:21]([CH2:20][C@H:19]([NH:18][C:16]([C@H:13]4[CH2:12][CH2:11][C@H:10]([CH2:9][NH:8][C:6](=[O:7])[O:5][C:1]([CH3:2])([CH3:4])[CH3:3])[CH2:15][CH2:14]4)=[O:17])[C:37](=[O:55])[NH:38][C:39]4[CH:54]=[CH:53][C:42]5[NH:43][C:44]([C:46]([F:51])([F:52])[C:47]([F:50])([F:49])[F:48])=[N:45][C:41]=5[CH:40]=4)=[CH:26][CH:25]=3)=[C:28]([CH3:36])[CH:29]=2)=[O:35])[CH2:60][CH2:59]1. (5) The product is: [I:10][C:6]1[CH:7]=[CH:8][CH:9]=[C:2]2[C:3]=1[C:4]([NH2:5])=[N:12][NH:13]2. Given the reactants F[C:2]1[CH:9]=[CH:8][CH:7]=[C:6]([I:10])[C:3]=1[C:4]#[N:5].O.[NH2:12][NH2:13].O, predict the reaction product. (6) Given the reactants C([O:4][CH:5]1[CH2:9][CH2:8][C@:7]([CH:26]([CH3:28])[CH3:27])([C:10]([N:12]2[CH2:17][C:16]3[CH:18]=[C:19]([C:22]([F:25])([F:24])[F:23])[CH:20]=[CH:21][C:15]=3[O:14][CH2:13]2)=[O:11])[CH2:6]1)(=O)C.O[Li].O, predict the reaction product. The product is: [CH:26]([C@:7]1([C:10]([N:12]2[CH2:17][C:16]3[CH:18]=[C:19]([C:22]([F:24])([F:25])[F:23])[CH:20]=[CH:21][C:15]=3[O:14][CH2:13]2)=[O:11])[CH2:8][CH2:9][CH:5]([OH:4])[CH2:6]1)([CH3:28])[CH3:27]. (7) Given the reactants [Cl:1][C:2]1[CH:7]=[CH:6][C:5]([C:8]2[N:13]=[C:12]([C:14](O)=[O:15])[CH:11]=[CH:10][C:9]=2[C:17]2[CH:22]=[CH:21][CH:20]=[CH:19][C:18]=2[CH3:23])=[CH:4][C:3]=1[O:24][CH2:25][CH2:26][CH2:27][N:28]([CH3:30])[CH3:29].[NH2:31][C@H:32]([C:41]([CH3:44])([CH3:43])[CH3:42])[CH2:33][C:34]([O:36]C(C)(C)C)=[O:35], predict the reaction product. The product is: [ClH:1].[Cl:1][C:2]1[CH:7]=[CH:6][C:5]([C:8]2[N:13]=[C:12]([C:14]([NH:31][C@H:32]([C:41]([CH3:42])([CH3:43])[CH3:44])[CH2:33][C:34]([OH:36])=[O:35])=[O:15])[CH:11]=[CH:10][C:9]=2[C:17]2[CH:22]=[CH:21][CH:20]=[CH:19][C:18]=2[CH3:23])=[CH:4][C:3]=1[O:24][CH2:25][CH2:26][CH2:27][N:28]([CH3:30])[CH3:29].